This data is from Full USPTO retrosynthesis dataset with 1.9M reactions from patents (1976-2016). The task is: Predict the reactants needed to synthesize the given product. (1) Given the product [C:7]([O:11][C:12](=[O:38])[NH:13][C@H:14]1[CH2:19][CH2:18][C@H:17]([CH:20]([OH:37])[CH:21]2[O:36][C:24]3[CH:25]=[N:26][C:27]4[CH:28]=[CH:29][C:30]([O:33][CH3:34])=[CH:31][C:32]=4[C:23]=3[CH2:22]2)[CH2:16][CH2:15]1)([CH3:10])([CH3:9])[CH3:8], predict the reactants needed to synthesize it. The reactants are: C(=O)([O-])[O-].[Cs+].[Cs+].[C:7]([O:11][C:12](=[O:38])[NH:13][C@H:14]1[CH2:19][CH2:18][C@H:17]([CH:20]([OH:37])[CH:21]([OH:36])[CH2:22][C:23]2[C:32]3[C:27](=[CH:28][CH:29]=[C:30]([O:33][CH3:34])[CH:31]=3)[N:26]=[CH:25][C:24]=2Cl)[CH2:16][CH2:15]1)([CH3:10])([CH3:9])[CH3:8].C(P(C(C)(C)C)C1C=CC2C(=CC=CC=2)C=1C1C2C(=CC=CC=2)C=CC=1)(C)(C)C. (2) Given the product [C:33]([NH:37][C:38]1[S:39][CH:2]=[C:3]([C:5]2[N:6]([CH2:24][C:25]([N:27]3[CH2:32][CH2:31][O:30][CH2:29][CH2:28]3)=[O:26])[C:7]3[C:12]([C:13]=2[CH:14]2[CH2:15][CH2:16][CH2:17][CH2:18][CH2:19]2)=[CH:11][CH:10]=[C:9]([C:20]([OH:22])=[O:21])[CH:8]=3)[N:40]=1)([CH3:36])([CH3:35])[CH3:34].[C:43]([OH:49])([C:45]([F:48])([F:47])[F:46])=[O:44], predict the reactants needed to synthesize it. The reactants are: Br[CH2:2][C:3]([C:5]1[N:6]([CH2:24][C:25]([N:27]2[CH2:32][CH2:31][O:30][CH2:29][CH2:28]2)=[O:26])[C:7]2[C:12]([C:13]=1[CH:14]1[CH2:19][CH2:18][CH2:17][CH2:16][CH2:15]1)=[CH:11][CH:10]=[C:9]([C:20]([O:22]C)=[O:21])[CH:8]=2)=O.[C:33]([NH:37][C:38]([NH2:40])=[S:39])([CH3:36])([CH3:35])[CH3:34].[OH-].[Na+].[C:43]([OH:49])([C:45]([F:48])([F:47])[F:46])=[O:44]. (3) Given the product [CH2:1]([O:3][C:4](=[O:15])[C:5](=[O:14])[C:6]([CH:11]1[CH2:13][CH2:12][CH2:16]1)=[CH:7][N:8]([CH3:9])[CH3:10])[CH3:2], predict the reactants needed to synthesize it. The reactants are: [CH2:1]([O:3][C:4](=[O:15])[C:5](=[O:14])[C:6]([CH:11]1[CH2:13][CH2:12]1)=[CH:7][N:8]([CH3:10])[CH3:9])[CH3:2].[CH2:16](OC(=O)C(=O)CC1CCC1)C. (4) Given the product [Cl:1][C:2]1[CH:3]=[C:4]([CH:8]=[CH:9][C:10]=1[N:11]1[CH2:15][CH2:14][CH:13]([N:16]([CH3:18])[CH3:17])[CH2:12]1)[C:5]([NH:29][C@H:27]([C:25]1[NH:24][C:23]2[CH:30]=[CH:31][C:20]([Cl:19])=[CH:21][C:22]=2[N:26]=1)[CH3:28])=[O:7], predict the reactants needed to synthesize it. The reactants are: [Cl:1][C:2]1[CH:3]=[C:4]([CH:8]=[CH:9][C:10]=1[N:11]1[CH2:15][CH2:14][CH:13]([N:16]([CH3:18])[CH3:17])[CH2:12]1)[C:5]([OH:7])=O.[Cl:19][C:20]1[CH:31]=[CH:30][C:23]2[NH:24][C:25]([C@@H:27]([NH2:29])[CH3:28])=[N:26][C:22]=2[CH:21]=1.CN(C(ON1N=NC2C=CC=CC1=2)=[N+](C)C)C.[B-](F)(F)(F)F. (5) Given the product [C:44]([OH:57])(=[O:56])[CH:45]=[CH2:46].[NH2:8][C:9]([O:24][CH2:23][CH3:22])=[O:10], predict the reactants needed to synthesize it. The reactants are: CC1C=CC([N:8]=[C:9]=[O:10])=CC=1N=C=O.C(C1[C:23]([OH:24])=[C:22](C(C)(C)C)C=C(C)C=1)(C)(C)C.C1C2NC3C(=CC=CC=3)SC=2C=CC=1.[C:44]([O-:57])(=[O:56])[CH2:45][CH2:46]CCCCCCCCC.[C:44]([O-:57])(=[O:56])[CH2:45][CH2:46]CCCCCCCCC.C([Sn+2]CCCC)CCC.C(OCCO)(=O)C=C. (6) Given the product [CH3:11][O:10][C:8](=[O:9])[C:7]1[C:6]([F:12])=[C:5]([C:13]2[C:14]([CH3:19])=[N:15][O:16][C:17]=2[CH3:18])[CH:4]=[C:3]([NH2:26])[C:2]=1[NH2:1], predict the reactants needed to synthesize it. The reactants are: [NH2:1][C:2]1[C:7]([C:8]([O:10][CH3:11])=[O:9])=[C:6]([F:12])[C:5]([C:13]2[C:14]([CH3:19])=[N:15][O:16][C:17]=2[CH3:18])=[CH:4][CH:3]=1.F[B-](F)(F)F.O=[N+:26]=O.[OH-].[Na+]. (7) Given the product [OH:5][C:6]1[CH:7]=[C:8]2[C:13](=[CH:14][CH:15]=1)[C:12](=[O:16])[N:11]([C@@H:17]1[CH2:21][CH2:20][N:19]([CH:2]([CH3:4])[CH3:1])[CH2:18]1)[CH2:10][CH2:9]2, predict the reactants needed to synthesize it. The reactants are: [CH3:1][C:2]([CH3:4])=O.[OH:5][C:6]1[CH:7]=[C:8]2[C:13](=[CH:14][CH:15]=1)[C:12](=[O:16])[N:11]([C@@H:17]1[CH2:21][CH2:20][NH:19][CH2:18]1)[CH2:10][CH2:9]2. (8) Given the product [CH3:34][N:22]1[CH2:21][CH2:20][C:18]2[N:19]=[C:14]([NH:13][C:10]3[CH:9]=[CH:8][C:7]([C:5]4[CH:4]=[N:3][N:2]([CH3:1])[CH:6]=4)=[CH:12][CH:11]=3)[N:15]=[C:16]([N:24]([C:28]3[CH:33]=[CH:32][CH:31]=[CH:30][CH:29]=3)[CH2:25][CH2:26][OH:27])[C:17]=2[CH2:23]1, predict the reactants needed to synthesize it. The reactants are: [CH3:1][N:2]1[CH:6]=[C:5]([C:7]2[CH:12]=[CH:11][C:10]([NH:13][C:14]3[N:15]=[C:16]([N:24]([C:28]4[CH:33]=[CH:32][CH:31]=[CH:30][CH:29]=4)[CH2:25][CH2:26][OH:27])[C:17]4[CH2:23][NH:22][CH2:21][CH2:20][C:18]=4[N:19]=3)=[CH:9][CH:8]=2)[CH:4]=[N:3]1.[C:34](O)(=O)C.C=O.C([BH3-])#N.[Na+].